From a dataset of Forward reaction prediction with 1.9M reactions from USPTO patents (1976-2016). Predict the product of the given reaction. Given the reactants [C:1]([C:4]1[CH:12]=[CH:11][C:7]([C:8](O)=[O:9])=[CH:6][CH:5]=1)(=[O:3])[CH3:2].[CH3:13][NH:14][CH3:15].C(Cl)CCl.C1C=CC2N(O)N=NC=2C=1.CCN(C(C)C)C(C)C, predict the reaction product. The product is: [C:1]([C:4]1[CH:12]=[CH:11][C:7]([C:8]([N:14]([CH3:15])[CH3:13])=[O:9])=[CH:6][CH:5]=1)(=[O:3])[CH3:2].